Regression. Given a peptide amino acid sequence and an MHC pseudo amino acid sequence, predict their binding affinity value. This is MHC class II binding data. From a dataset of Peptide-MHC class II binding affinity with 134,281 pairs from IEDB. (1) The peptide sequence is DTPSPKEYKKGDTTTGVY. The MHC is DRB1_0401 with pseudo-sequence DRB1_0401. The binding affinity (normalized) is 0.394. (2) The peptide sequence is AASGADGTYDITKLG. The MHC is HLA-DPA10103-DPB10201 with pseudo-sequence HLA-DPA10103-DPB10201. The binding affinity (normalized) is 0.177. (3) The peptide sequence is ASRELERFAVNPGLL. The MHC is DRB1_0901 with pseudo-sequence DRB1_0901. The binding affinity (normalized) is 0.457. (4) The peptide sequence is ILTYNKTSKTTILSK. The MHC is H-2-IAb with pseudo-sequence H-2-IAb. The binding affinity (normalized) is 0.336.